From a dataset of Merck oncology drug combination screen with 23,052 pairs across 39 cell lines. Regression. Given two drug SMILES strings and cell line genomic features, predict the synergy score measuring deviation from expected non-interaction effect. (1) Drug 1: Cn1nnc2c(C(N)=O)ncn2c1=O. Drug 2: CCc1cnn2c(NCc3ccc[n+]([O-])c3)cc(N3CCCCC3CCO)nc12. Cell line: SKMES1. Synergy scores: synergy=7.82. (2) Drug 1: CC(=O)OC1C(=O)C2(C)C(O)CC3OCC3(OC(C)=O)C2C(OC(=O)c2ccccc2)C2(O)CC(OC(=O)C(O)C(NC(=O)c3ccccc3)c3ccccc3)C(C)=C1C2(C)C. Drug 2: CNC(=O)c1cc(Oc2ccc(NC(=O)Nc3ccc(Cl)c(C(F)(F)F)c3)cc2)ccn1. Cell line: SW620. Synergy scores: synergy=4.06. (3) Drug 1: C=CCn1c(=O)c2cnc(Nc3ccc(N4CCN(C)CC4)cc3)nc2n1-c1cccc(C(C)(C)O)n1. Drug 2: COC1=C2CC(C)CC(OC)C(O)C(C)C=C(C)C(OC(N)=O)C(OC)C=CC=C(C)C(=O)NC(=CC1=O)C2=O. Cell line: UWB1289BRCA1. Synergy scores: synergy=-6.93. (4) Drug 1: CN1C(=O)C=CC2(C)C3CCC4(C)C(NC(=O)OCC(F)(F)F)CCC4C3CCC12. Drug 2: NC(=O)c1cccc2cn(-c3ccc(C4CCCNC4)cc3)nc12. Cell line: UWB1289BRCA1. Synergy scores: synergy=14.1.